From a dataset of NCI-60 drug combinations with 297,098 pairs across 59 cell lines. Regression. Given two drug SMILES strings and cell line genomic features, predict the synergy score measuring deviation from expected non-interaction effect. (1) Drug 1: C1=CC(=C2C(=C1NCCNCCO)C(=O)C3=C(C=CC(=C3C2=O)O)O)NCCNCCO. Drug 2: C1=CC(=CC=C1C#N)C(C2=CC=C(C=C2)C#N)N3C=NC=N3. Cell line: RXF 393. Synergy scores: CSS=21.8, Synergy_ZIP=-4.03, Synergy_Bliss=-0.437, Synergy_Loewe=-3.78, Synergy_HSA=1.80. (2) Drug 1: CS(=O)(=O)C1=CC(=C(C=C1)C(=O)NC2=CC(=C(C=C2)Cl)C3=CC=CC=N3)Cl. Drug 2: C1=CC=C(C(=C1)C(C2=CC=C(C=C2)Cl)C(Cl)Cl)Cl. Cell line: HOP-62. Synergy scores: CSS=6.23, Synergy_ZIP=-0.869, Synergy_Bliss=3.27, Synergy_Loewe=-0.481, Synergy_HSA=1.38. (3) Drug 1: C1CC(=O)NC(=O)C1N2CC3=C(C2=O)C=CC=C3N. Drug 2: CC12CCC3C(C1CCC2O)C(CC4=C3C=CC(=C4)O)CCCCCCCCCS(=O)CCCC(C(F)(F)F)(F)F. Cell line: OVCAR-5. Synergy scores: CSS=2.88, Synergy_ZIP=-2.92, Synergy_Bliss=-3.67, Synergy_Loewe=-1.29, Synergy_HSA=-1.46. (4) Drug 1: C1CCN(CC1)CCOC2=CC=C(C=C2)C(=O)C3=C(SC4=C3C=CC(=C4)O)C5=CC=C(C=C5)O. Drug 2: C1CN1P(=S)(N2CC2)N3CC3. Cell line: SF-295. Synergy scores: CSS=20.8, Synergy_ZIP=-4.20, Synergy_Bliss=-1.06, Synergy_Loewe=-1.31, Synergy_HSA=-1.70. (5) Drug 2: CCC1(C2=C(COC1=O)C(=O)N3CC4=CC5=C(C=CC(=C5CN(C)C)O)N=C4C3=C2)O.Cl. Cell line: NCI-H226. Drug 1: CC1=CC=C(C=C1)C2=CC(=NN2C3=CC=C(C=C3)S(=O)(=O)N)C(F)(F)F. Synergy scores: CSS=3.22, Synergy_ZIP=-0.263, Synergy_Bliss=2.86, Synergy_Loewe=-8.58, Synergy_HSA=-0.440.